Dataset: Forward reaction prediction with 1.9M reactions from USPTO patents (1976-2016). Task: Predict the product of the given reaction. Given the reactants [Cl:1][C:2]1[C:7]([N:8]2[CH2:13][CH2:12][CH:11]([C:14]3[CH:19]=[CH:18][CH:17]=[CH:16][C:15]=3[Cl:20])[CH2:10][CH2:9]2)=[CH:6][N:5]=[N:4][C:3]=1[NH:21][NH:22][C:23](=O)[CH2:24][C:25]([F:28])([F:27])[F:26].P(Cl)(Cl)(Cl)=O, predict the reaction product. The product is: [Cl:1][C:2]1[C:3]2[N:4]([C:23]([CH2:24][C:25]([F:28])([F:27])[F:26])=[N:22][N:21]=2)[N:5]=[CH:6][C:7]=1[N:8]1[CH2:13][CH2:12][CH:11]([C:14]2[CH:19]=[CH:18][CH:17]=[CH:16][C:15]=2[Cl:20])[CH2:10][CH2:9]1.